Dataset: Forward reaction prediction with 1.9M reactions from USPTO patents (1976-2016). Task: Predict the product of the given reaction. (1) Given the reactants [Cl:1][C:2]1[CH:7]=[CH:6][C:5]([S:8][C:9]2[C:10]([C:20]3[CH:25]=[CH:24][C:23](I)=[CH:22][CH:21]=3)=[N:11][N:12]([C:14]3[CH:19]=[CH:18][CH:17]=[CH:16][CH:15]=3)[CH:13]=2)=[CH:4][CH:3]=1.C([Mg]Cl)(C)C.[CH:32](=[O:35])[CH2:33][CH3:34].[Cl-].[NH4+], predict the reaction product. The product is: [Cl:1][C:2]1[CH:7]=[CH:6][C:5]([S:8][C:9]2[C:10]([C:20]3[CH:25]=[CH:24][C:23]([CH:32]([OH:35])[CH2:33][CH3:34])=[CH:22][CH:21]=3)=[N:11][N:12]([C:14]3[CH:19]=[CH:18][CH:17]=[CH:16][CH:15]=3)[CH:13]=2)=[CH:4][CH:3]=1. (2) Given the reactants [C:1]([O:18][CH2:19]Cl)(=[O:17])[CH2:2][CH2:3][CH2:4][CH2:5][CH2:6][CH2:7][CH2:8][CH2:9][CH2:10][CH2:11][CH2:12][CH2:13][CH2:14][CH2:15][CH3:16].[I-:21].[Na+], predict the reaction product. The product is: [C:1]([O:18][CH2:19][I:21])(=[O:17])[CH2:2][CH2:3][CH2:4][CH2:5][CH2:6][CH2:7][CH2:8][CH2:9][CH2:10][CH2:11][CH2:12][CH2:13][CH2:14][CH2:15][CH3:16]. (3) Given the reactants Cl.FC1C=C(C=CC=1)CN1C=C(C2C3C(=NC=C(C4C=CC(C5CCNCC5)=CC=4)C=3)N(S(C3C=CC(C)=CC=3)(=O)=O)C=2)C=N1.[F:46][C:47]1[C:48]([N:85]2[CH2:90][CH2:89][N:88]([CH2:91][C@@H:92]([OH:94])[CH3:93])[CH2:87][CH2:86]2)=[N:49][CH:50]=[C:51]([C:53]2[CH:54]=[C:55]3[C:61]([C:62]4[CH:63]=[N:64][N:65]([CH2:67][C:68]5[CH:73]=[CH:72][CH:71]=[C:70]([F:74])[CH:69]=5)[CH:66]=4)=[CH:60][N:59](S(C4C=CC(C)=CC=4)(=O)=O)[C:56]3=[N:57][CH:58]=2)[CH:52]=1.[OH-].[Li+], predict the reaction product. The product is: [F:46][C:47]1[C:48]([N:85]2[CH2:90][CH2:89][N:88]([CH2:91][C@@H:92]([OH:94])[CH3:93])[CH2:87][CH2:86]2)=[N:49][CH:50]=[C:51]([C:53]2[CH:54]=[C:55]3[C:61]([C:62]4[CH:63]=[N:64][N:65]([CH2:67][C:68]5[CH:73]=[CH:72][CH:71]=[C:70]([F:74])[CH:69]=5)[CH:66]=4)=[CH:60][NH:59][C:56]3=[N:57][CH:58]=2)[CH:52]=1. (4) Given the reactants [C:1]([C:3]1[C:8]2[N:9]=[C:10]([CH:12]3[CH2:14][CH2:13]3)[O:11][C:7]=2[C:6]([CH:15](C(OC)=O)[C:16]([O:18][CH3:19])=[O:17])=[C:5]([C:24]2[CH:29]=[CH:28][CH:27]=[CH:26][CH:25]=2)[C:4]=1[CH3:30])#[N:2].[Cl-].[Mg+2].[Cl-], predict the reaction product. The product is: [C:1]([C:3]1[C:8]2[N:9]=[C:10]([CH:12]3[CH2:14][CH2:13]3)[O:11][C:7]=2[C:6]([CH2:15][C:16]([O:18][CH3:19])=[O:17])=[C:5]([C:24]2[CH:25]=[CH:26][CH:27]=[CH:28][CH:29]=2)[C:4]=1[CH3:30])#[N:2]. (5) Given the reactants ClC1C=C([C:9]2[CH:21]=[CH:20][C:12]([C:13]([NH:15][S:16]([CH3:19])(=[O:18])=[O:17])=[O:14])=[CH:11][C:10]=2[O:22][CH3:23])C=NC=1F.[Cl:24][C:25]1[CH:26]=[C:27]([CH:40]=[C:41]([Cl:43])[CH:42]=1)[O:28][C:29]1[N:34]=[CH:33][C:32](B(O)O)=[CH:31][C:30]=1[CH:38]=[O:39].C([O-])([O-])=O.[Na+].[Na+], predict the reaction product. The product is: [Cl:24][C:25]1[CH:26]=[C:27]([CH:40]=[C:41]([Cl:43])[CH:42]=1)[O:28][C:29]1[N:34]=[CH:33][C:32]([C:9]2[CH:21]=[CH:20][C:12]([C:13]([NH:15][S:16]([CH3:19])(=[O:18])=[O:17])=[O:14])=[CH:11][C:10]=2[O:22][CH3:23])=[CH:31][C:30]=1[CH:38]=[O:39]. (6) Given the reactants [CH3:1][N:2]1[C:6]([C:7]([NH2:9])=O)=[CH:5][C:4]([CH3:10])=[N:3]1.P(Cl)(Cl)(Cl)=O.Cl, predict the reaction product. The product is: [CH3:1][N:2]1[C:6]([C:7]#[N:9])=[CH:5][C:4]([CH3:10])=[N:3]1. (7) The product is: [C:9]([O:13][C:14]([N:16]1[CH2:21][CH2:20][C:19]([C:27]#[N:28])([NH:1][C:2]2[CH:7]=[CH:6][C:5]([CH3:8])=[CH:4][CH:3]=2)[CH2:18][CH2:17]1)=[O:15])([CH3:12])([CH3:11])[CH3:10]. Given the reactants [NH2:1][C:2]1[CH:7]=[CH:6][C:5]([CH3:8])=[CH:4][CH:3]=1.[C:9]([O:13][C:14]([N:16]1[CH2:21][CH2:20][C:19](=O)[CH2:18][CH2:17]1)=[O:15])([CH3:12])([CH3:11])[CH3:10].C[Si]([C:27]#[N:28])(C)C, predict the reaction product. (8) Given the reactants [H-].[H-].[H-].[H-].[Li+].[Al+3].[NH2:7][CH:8]([C:17]1[CH:22]=[CH:21][CH:20]=[CH:19][CH:18]=1)[C:9]([N:11]1[CH2:16][CH2:15][O:14][CH2:13][CH2:12]1)=O, predict the reaction product. The product is: [N:11]1([CH2:9][CH:8]([NH2:7])[C:17]2[CH:18]=[CH:19][CH:20]=[CH:21][CH:22]=2)[CH2:16][CH2:15][O:14][CH2:13][CH2:12]1. (9) Given the reactants [CH2:1]([N:8]1[CH2:13][CH2:12][C:11](=[O:14])[CH:10]([C:15]2[CH:20]=[CH:19][CH:18]=[CH:17][C:16]=2[Cl:21])[CH2:9]1)[C:2]1[CH:7]=[CH:6][CH:5]=[CH:4][CH:3]=1.[Br:22]Br, predict the reaction product. The product is: [BrH:22].[Br:22][CH:12]1[CH2:13][N:8]([CH2:1][C:2]2[CH:3]=[CH:4][CH:5]=[CH:6][CH:7]=2)[CH2:9][CH:10]([C:15]2[CH:20]=[CH:19][CH:18]=[CH:17][C:16]=2[Cl:21])[C:11]1=[O:14].